This data is from Buchwald-Hartwig C-N cross coupling reaction yields with 55,370 reactions. The task is: Predict the reaction yield, written as a fraction of the theoretical maximum amount of product (1.0 means a 100% yield; for example, 0.34 means a 34% yield). (1) The yield is 0. The reactants are COc1ccc(Br)cc1.Cc1ccc(N)cc1.O=S(=O)(O[Pd]1c2ccccc2-c2ccccc2N~1)C(F)(F)F.CC(C)c1cc(C(C)C)c(-c2ccccc2P(C2CCCCC2)C2CCCCC2)c(C(C)C)c1.CN(C)C(=NC(C)(C)C)N(C)C.CCOC(=O)c1cnoc1. No catalyst specified. The product is COc1ccc(Nc2ccc(C)cc2)cc1. (2) The reactants are FC(F)(F)c1ccc(Cl)cc1.Cc1ccc(N)cc1.O=S(=O)(O[Pd]1c2ccccc2-c2ccccc2N~1)C(F)(F)F.CC(C)c1cc(C(C)C)c(-c2ccccc2P(C2CCCCC2)C2CCCCC2)c(C(C)C)c1.CN1CCCN2CCCN=C12.CCOC(=O)c1cc(OC)no1. No catalyst specified. The product is Cc1ccc(Nc2ccc(C(F)(F)F)cc2)cc1. The yield is 0.0829. (3) The product is Cc1ccc(Nc2ccccn2)cc1. No catalyst specified. The reactants are Brc1ccccn1.Cc1ccc(N)cc1.O=S(=O)(O[Pd]1c2ccccc2-c2ccccc2N~1)C(F)(F)F.COc1ccc(OC)c(P([C@]23C[C@H]4C[C@H](C[C@H](C4)C2)C3)[C@]23C[C@H]4C[C@H](C[C@H](C4)C2)C3)c1-c1c(C(C)C)cc(C(C)C)cc1C(C)C.CCN=P(N=P(N(C)C)(N(C)C)N(C)C)(N(C)C)N(C)C.COC(=O)c1cc(-c2cccs2)on1. The yield is 0.664. (4) The reactants are Brc1cccnc1.Cc1ccc(N)cc1.O=S(=O)(O[Pd]1c2ccccc2-c2ccccc2N~1)C(F)(F)F.CC(C)c1cc(C(C)C)c(-c2ccccc2P(C(C)(C)C)C(C)(C)C)c(C(C)C)c1.CN1CCCN2CCCN=C12.Cc1ccon1. No catalyst specified. The product is Cc1ccc(Nc2cccnc2)cc1. The yield is 0.927. (5) The reactants are FC(F)(F)c1ccc(I)cc1.Cc1ccc(N)cc1.O=S(=O)(O[Pd]1c2ccccc2-c2ccccc2N~1)C(F)(F)F.COc1ccc(OC)c(P(C(C)(C)C)C(C)(C)C)c1-c1c(C(C)C)cc(C(C)C)cc1C(C)C.CCN=P(N=P(N(C)C)(N(C)C)N(C)C)(N(C)C)N(C)C.c1ccc2oncc2c1. No catalyst specified. The product is Cc1ccc(Nc2ccc(C(F)(F)F)cc2)cc1. The yield is 0.427. (6) The reactants are Ic1ccccn1.Cc1ccc(N)cc1.O=S(=O)(O[Pd]1c2ccccc2-c2ccccc2N~1)C(F)(F)F.COc1ccc(OC)c(P([C@]23C[C@H]4C[C@H](C[C@H](C4)C2)C3)[C@]23C[C@H]4C[C@H](C[C@H](C4)C2)C3)c1-c1c(C(C)C)cc(C(C)C)cc1C(C)C.CCN=P(N=P(N(C)C)(N(C)C)N(C)C)(N(C)C)N(C)C.CCOC(=O)c1cnoc1. No catalyst specified. The product is Cc1ccc(Nc2ccccn2)cc1. The yield is 0.0615. (7) The reactants are CCc1ccc(I)cc1.Cc1ccc(N)cc1.O=S(=O)(O[Pd]1c2ccccc2-c2ccccc2N~1)C(F)(F)F.COc1ccc(OC)c(P(C(C)(C)C)C(C)(C)C)c1-c1c(C(C)C)cc(C(C)C)cc1C(C)C.CN(C)C(=NC(C)(C)C)N(C)C.c1ccc(CN(Cc2ccccc2)c2ccno2)cc1. The yield is 0.629. The product is CCc1ccc(Nc2ccc(C)cc2)cc1. No catalyst specified. (8) The reactants are CCc1ccc(Br)cc1.Cc1ccc(N)cc1.O=S(=O)(O[Pd]1c2ccccc2-c2ccccc2N~1)C(F)(F)F.CC(C)c1cc(C(C)C)c(-c2ccccc2P(C2CCCCC2)C2CCCCC2)c(C(C)C)c1.CN(C)C(=NC(C)(C)C)N(C)C.COC(=O)c1cc(-c2ccco2)on1. No catalyst specified. The product is CCc1ccc(Nc2ccc(C)cc2)cc1. The yield is 0.203. (9) The reactants are FC(F)(F)c1ccc(I)cc1.Cc1ccc(N)cc1.O=S(=O)(O[Pd]1c2ccccc2-c2ccccc2N~1)C(F)(F)F.CC(C)c1cc(C(C)C)c(-c2ccccc2P(C(C)(C)C)C(C)(C)C)c(C(C)C)c1.CN1CCCN2CCCN=C12.c1ccc(-c2ccno2)cc1. The yield is 0.501. The product is Cc1ccc(Nc2ccc(C(F)(F)F)cc2)cc1. No catalyst specified.